Dataset: Catalyst prediction with 721,799 reactions and 888 catalyst types from USPTO. Task: Predict which catalyst facilitates the given reaction. (1) Reactant: F[C:2]1[CH:7]=[CH:6][C:5]([C:8]2[N:9]=[C:10]([CH3:13])[S:11][CH:12]=2)=[CH:4][C:3]=1[C:14]([C:16]1[CH:21]=[C:20]([O:22][CH3:23])[C:19]([O:24][CH3:25])=[C:18]([O:26][CH3:27])[CH:17]=1)=[O:15].[CH3:28][O-:29].[Na+]. Product: [CH3:28][O:29][C:2]1[CH:7]=[CH:6][C:5]([C:8]2[N:9]=[C:10]([CH3:13])[S:11][CH:12]=2)=[CH:4][C:3]=1[C:14]([C:16]1[CH:21]=[C:20]([O:22][CH3:23])[C:19]([O:24][CH3:25])=[C:18]([O:26][CH3:27])[CH:17]=1)=[O:15]. The catalyst class is: 5. (2) Reactant: [C:1]1([S:7][CH3:8])[CH:6]=[CH:5][CH:4]=[CH:3][CH:2]=1.[CH3:9][O:10][S:11](=[O:15])(=[O:14])[O:12]C.O. Product: [S:11]([O-:15])([O-:14])(=[O:12])=[O:10].[CH3:8][S+:7]([CH3:9])[C:1]1[CH:6]=[CH:5][CH:4]=[CH:3][CH:2]=1.[CH3:8][S+:7]([C:1]1[CH:6]=[CH:5][CH:4]=[CH:3][CH:2]=1)[CH3:9]. The catalyst class is: 27. (3) Reactant: [BH4-].[Na+].[C:3]([O:7][C:8](=[O:27])[CH:9]([CH3:26])[C:10](=[O:25])[CH2:11][CH2:12][C:13]1[CH:18]=[CH:17][C:16]([C:19]2[CH:24]=[CH:23][CH:22]=[CH:21][CH:20]=2)=[CH:15][CH:14]=1)([CH3:6])([CH3:5])[CH3:4].Cl. Product: [C:3]([O:7][C:8](=[O:27])[CH:9]([CH3:26])[CH:10]([OH:25])[CH2:11][CH2:12][C:13]1[CH:14]=[CH:15][C:16]([C:19]2[CH:24]=[CH:23][CH:22]=[CH:21][CH:20]=2)=[CH:17][CH:18]=1)([CH3:6])([CH3:4])[CH3:5]. The catalyst class is: 5.